This data is from Catalyst prediction with 721,799 reactions and 888 catalyst types from USPTO. The task is: Predict which catalyst facilitates the given reaction. (1) Product: [Cl:1][C:2]1[CH:3]=[C:4]([C:9]2([C:25]([F:28])([F:27])[F:26])[O:13][N:12]=[C:11]([C:14]3[CH:15]=[C:16]4[C:21](=[CH:22][CH:23]=3)[CH:20]([NH2:33])[CH2:19][CH2:18][CH2:17]4)[CH2:10]2)[CH:5]=[C:6]([Cl:8])[CH:7]=1. The catalyst class is: 5. Reactant: [Cl:1][C:2]1[CH:3]=[C:4]([C:9]2([C:25]([F:28])([F:27])[F:26])[O:13][N:12]=[C:11]([C:14]3[CH:15]=[C:16]4[C:21](=[CH:22][CH:23]=3)[C:20](=O)[CH2:19][CH2:18][CH2:17]4)[CH2:10]2)[CH:5]=[C:6]([Cl:8])[CH:7]=1.C([O-])(=O)C.[NH4+:33]. (2) Reactant: C([O:4][C:5]1[CH:14]=[C:13]2[C:8]([CH:9]=[C:10]([C:15]3[CH:20]=[CH:19][CH:18]=[CH:17][CH:16]=3)[CH2:11][O:12]2)=[CH:7][CH:6]=1)(=O)C.N1C=CN=C1.O1C2C(=CC=C(O)C=2)C=C(C2C=CC(O)=CC=2)C1. Product: [O:12]1[C:13]2[C:8](=[CH:7][CH:6]=[C:5]([OH:4])[CH:14]=2)[CH:9]=[C:10]([C:15]2[CH:16]=[CH:17][CH:18]=[CH:19][CH:20]=2)[CH2:11]1. The catalyst class is: 8. (3) The catalyst class is: 3. Product: [Cl:1][C:2]1[C:7]([O:13][C:14]2[CH:15]=[CH:16][C:17]([CH2:20][CH2:21][CH:22]([NH:24][C:25](=[O:27])[CH3:26])[CH3:23])=[CH:18][CH:19]=2)=[CH:6][C:5]([O:9][CH:10]([CH3:12])[CH3:11])=[CH:4][N:3]=1. Reactant: [Cl:1][C:2]1[C:7](Cl)=[CH:6][C:5]([O:9][CH:10]([CH3:12])[CH3:11])=[CH:4][N:3]=1.[OH:13][C:14]1[CH:19]=[CH:18][C:17]([CH2:20][CH2:21][CH:22]([NH:24][C:25](=[O:27])[CH3:26])[CH3:23])=[CH:16][CH:15]=1.[H-].[Na+]. (4) Reactant: [CH3:1][S:2](Cl)(=[O:4])=[O:3].[CH2:6]([O:13][CH2:14][CH2:15][CH2:16][CH2:17][OH:18])[C:7]1[CH:12]=[CH:11][CH:10]=[CH:9][CH:8]=1.CCN(CC)CC. Product: [CH2:6]([O:13][CH2:14][CH2:15][CH2:16][CH2:17][O:18][S:2]([CH3:1])(=[O:4])=[O:3])[C:7]1[CH:12]=[CH:11][CH:10]=[CH:9][CH:8]=1. The catalyst class is: 2. (5) Reactant: [CH3:1][S:2]([C:5]1[CH:20]=[CH:19][C:8]([CH2:9][O:10][C:11]2[CH:12]=[CH:13][C:14]([CH2:17][OH:18])=[N:15][CH:16]=2)=[CH:7][CH:6]=1)(=[O:4])=[O:3]. Product: [CH3:1][S:2]([C:5]1[CH:6]=[CH:7][C:8]([CH2:9][O:10][C:11]2[CH:12]=[CH:13][C:14]([CH:17]=[O:18])=[N:15][CH:16]=2)=[CH:19][CH:20]=1)(=[O:4])=[O:3]. The catalyst class is: 428. (6) Reactant: [Cl:1][C:2]1[CH:7]=[CH:6][C:5]([C:8]2[N:12]3[CH:13]=[C:14]([C:17]4[CH:25]=[CH:24][C:20]([C:21](O)=[O:22])=[CH:19][CH:18]=4)[N:15]=[CH:16][C:11]3=[N:10][CH:9]=2)=[CH:4][CH:3]=1.CN(C(ON1N=NC2C=CC=NC1=2)=[N+](C)C)C.F[P-](F)(F)(F)(F)F.CN1CCOCC1.[NH:57]1[CH2:62][CH2:61][C:60](=[O:63])[CH2:59][CH2:58]1. Product: [Cl:1][C:2]1[CH:3]=[CH:4][C:5]([C:8]2[N:12]3[CH:13]=[C:14]([C:17]4[CH:18]=[CH:19][C:20]([C:21]([N:57]5[CH2:62][CH2:61][C:60](=[O:63])[CH2:59][CH2:58]5)=[O:22])=[CH:24][CH:25]=4)[N:15]=[CH:16][C:11]3=[N:10][CH:9]=2)=[CH:6][CH:7]=1. The catalyst class is: 18.